From a dataset of Experimentally validated miRNA-target interactions with 360,000+ pairs, plus equal number of negative samples. Binary Classification. Given a miRNA mature sequence and a target amino acid sequence, predict their likelihood of interaction. (1) The miRNA is hsa-miR-3160-5p with sequence GGCUUUCUAGUCUCAGCUCUCC. The protein sequence of the target gene is MNFLRRRLSDSSFMANLPNGYMTDLQRPDSSTSSPASPAMERRHPQPLAASFSSPGSSLFSSLSSAMKQAPQATSGLMEPPGPSTPIVQRPRILLVIDDAHTDWSKYFHGKKVNGEIEIRVEQAEFSELNLAAYVTGGCMVDMQVVRNGTKVVSRSFKPDFILVRQHAYSMALGEDYRSLVIGLQYGGLPAVNSLYSVYNFCSKPWVFSQLIKIFHSLGPEKFPLVEQTFFPNHKPMVTAPHFPVVVKLGHAHAGMGKIKVENQLDFQDITSVVAMAKTYATTEAFIDSKYDIRIQKIGS.... Result: 0 (no interaction). (2) The miRNA is hsa-miR-6884-5p with sequence AGAGGCUGAGAAGGUGAUGUUG. The protein sequence of the target gene is MAQTLQMEIPNFGNSILECLNEQRLQGLYCDVSVVVKGHAFKAHRAVLAASSSYFRDLFNNSRSAVVELPAAVQPQSFQQILSFCYTGRLSMNVGDQFLLMYTAGFLQIQEIMEKGTEFFLKVSSPSCDSQGLHAEEAPSSEPQSPVAQTSGWPACSTPLPLVSRVKTEQQESDSVQCMPVAKRLWDSGQKEAGGGGNGSRKMAKFSTPDLAANRPHQPPPPQQAPVVAAAQPAVAAGAGQPAGGVAAAGGVVSGPSTSERTSPGTSSAYTSDSPGSYHNEEDEEEDGGEEGMDEQYRQI.... Result: 1 (interaction). (3) The miRNA is hsa-miR-548aq-5p with sequence GAAAGUAAUUGCUGUUUUUGCC. The protein sequence of the target gene is MDTLEEVTWANGSTALPPPLAPNISVPHRCLLLLYEDIGTSRVRYWDLLLLIPNVLFLIFLLWKLPSARAKIRITSSPIFITFYILVFVVALVGIARAVVSMTVSTSNAATVADKILWEITRFFLLAIELSVIILGLAFGHLESKSSIKRVLAITTVLSLAYSVTQGTLEILYPDAHLSAEDFNIYGHGGRQFWLVSSCFFFLVYSLVVILPKTPLKERISLPSRRSFYVYAGILALLNLLQGLGSVLLCFDIIEGLCCVDATTFLYFSFFAPLIYVAFLRGFFGSEPKILFSYKCQVDE.... Result: 1 (interaction). (4) The miRNA is hsa-miR-6828-5p with sequence AGGAAGCAAGAGAACCCUGUGG. The protein sequence of the target gene is MSGRSVRAETRSRAKDDIKRVMAAIEKVRKWEKKWVTVGDTSLRIYKWVPVTEPKVDDKNKNKKKGKDEKCGSEVTTPENSSSPGMMDMHDDNSNQSSIADASPIKQENSSNSSPAPEPNSAVPSDGTEAKVDEAQADGKEHPGAEDASDEQNSQSSMEHSMNSSEKVDRQPSGDSGLAAETSAISQDLEGVPPSKKMKLEASQQNSEEM. Result: 1 (interaction). (5) The miRNA is hsa-miR-6511a-5p with sequence CAGGCAGAAGUGGGGCUGACAGG. The protein sequence of the target gene is MALRGTVTDFSGFDGRADAEVLRKAMKGLGTDEDSILNLLTARSNAQRQQIAEEFKTLFGRDLVNDMKSELTGKFEKLIVALMKPSRLYDAYELKHALKGAGTDEKVLTEIIASRTPEELRAIKQAYEEEYGSNLEDDVVGDTSGYYQRMLVVLLQANRDPDTAIDDAQVELDAQALFQAGELKWGTDEEKFITILGTRSVSHLRRVFDKYMTISGFQIEETIDRETSGNLENLLLAVVKSIRSIPAYLAETLYYAMKGAGTDDHTLIRVIVSRSEIDLFNIRKEFRKNFATSLYSMIKG.... Result: 0 (no interaction). (6) The miRNA is hsa-miR-3191-3p with sequence UGGGGACGUAGCUGGCCAGACAG. The protein sequence of the target gene is MCRLEPFLKRSLVVLLFLGLAEACVPREVAMEEKIKMLKGILGLMGRLSPDGFRQNIISSSKTPPLVTTPDKSEEEMKILKRILGLLSLQVLNEETSNCKEEVKPPPATTTVRGLVRTSGWNFLRCAYMVITFFFVSYNKGDWCYCRYCNPDLDLRDDPCCSFQ. Result: 0 (no interaction). (7) The miRNA is hsa-miR-429 with sequence UAAUACUGUCUGGUAAAACCGU. The protein sequence of the target gene is MDRAALLGLARLCALWAALLVLFPYGAQGNWMWLGIASFGVPEKLGCANLPLNSRQKELCKRKPYLLPSIREGARLGIQECGSQFRHERWNCMITAAATTAPMGASPLFGYELSSGTKETAFIYAVMAAGLVHSVTRSCSAGNMTECSCDTTLQNGGSASEGWHWGGCSDDVQYGMWFSRKFLDFPIGNTTGKENKVLLAMNLHNNEAGRQAVAKLMSVDCRCHGVSGSCAVKTCWKTMSSFEKIGHLLKDKYENSIQISDKTKRKMRRREKDQRKIPIHKDDLLYVNKSPNYCVEDKKL.... Result: 1 (interaction).